Dataset: Catalyst prediction with 721,799 reactions and 888 catalyst types from USPTO. Task: Predict which catalyst facilitates the given reaction. (1) Reactant: [CH2:1]([O:3][C:4]([C:6]1[N:10]([C:11]2[CH:16]=[CH:15][C:14]([O:17][CH:18]3[CH2:22][CH2:21][CH2:20][CH2:19]3)=[CH:13][CH:12]=2)[C:9]2[CH:23]=[C:24](Br)[S:25][C:8]=2[CH:7]=1)=[O:5])[CH3:2].[CH3:27][C:28]1[S:32][C:31]([Sn](CCCC)(CCCC)CCCC)=[CH:30][CH:29]=1.[NH4+].[Cl-]. Product: [CH2:1]([O:3][C:4]([C:6]1[N:10]([C:11]2[CH:16]=[CH:15][C:14]([O:17][CH:18]3[CH2:22][CH2:21][CH2:20][CH2:19]3)=[CH:13][CH:12]=2)[C:9]2[CH:23]=[C:24]([C:31]3[S:32][C:28]([CH3:27])=[CH:29][CH:30]=3)[S:25][C:8]=2[CH:7]=1)=[O:5])[CH3:2]. The catalyst class is: 109. (2) Product: [OH:18][C:12]1[CH:13]=[C:14]([CH3:17])[CH:15]=[CH:16][C:11]=1[O:10][C:5]1[CH:6]=[CH:7][CH:8]=[CH:9][C:4]=1[C:3]1[NH:19][C:20](=[O:21])[O:1][N:2]=1. The catalyst class is: 1. Reactant: [OH:1][NH:2][C:3](=[NH:19])[C:4]1[CH:9]=[CH:8][CH:7]=[CH:6][C:5]=1[O:10][C:11]1[CH:16]=[CH:15][C:14]([CH3:17])=[CH:13][C:12]=1[OH:18].[C:20](C1NC=CN=1)(C1NC=CN=1)=[O:21]. (3) Reactant: Cl.[Cl:2][C:3]1[CH:4]=[CH:5][C:6]2[N:15]3[C:11](=[N:12][N:13]=[C:14]3[C@H:16]3[CH2:21][CH2:20][C@H:19]([O:22][C:23]4[CH:28]=[CH:27][CH:26]=[CH:25][CH:24]=4)[CH2:18][CH2:17]3)[CH2:10][NH:9][CH2:8][C:7]=2[CH:29]=1.C(N(CC)CC)C.[CH3:37][N:38]([CH3:43])[CH2:39][C:40](O)=[O:41].Cl.CN(C)CCCN=C=NCC. Product: [Cl:2][C:3]1[CH:4]=[CH:5][C:6]2[N:15]3[C:11](=[N:12][N:13]=[C:14]3[C@H:16]3[CH2:17][CH2:18][C@H:19]([O:22][C:23]4[CH:24]=[CH:25][CH:26]=[CH:27][CH:28]=4)[CH2:20][CH2:21]3)[CH2:10][N:9]([C:40](=[O:41])[CH2:39][N:38]([CH3:43])[CH3:37])[CH2:8][C:7]=2[CH:29]=1. The catalyst class is: 7. (4) Reactant: Cl.[Cl:2][C:3]1[C:8]([Cl:9])=[CH:7][CH:6]=[CH:5][C:4]=1[N:10]1[CH2:15][CH2:14][N:13]([CH2:16][CH2:17][CH2:18][OH:19])[CH2:12][CH2:11]1.C([O:27][C:28]1[CH:37]=[CH:36][C:35]2[C:30](=[N:31][C:32](Cl)=[CH:33][CH:34]=2)[N:29]=1)C1C=CC=CC=1. Product: [Cl:2][C:3]1[C:8]([Cl:9])=[CH:7][CH:6]=[CH:5][C:4]=1[N:10]1[CH2:11][CH2:12][N:13]([CH2:16][CH2:17][CH2:18][O:19][C:32]2[N:31]=[C:30]3[C:35]([CH:36]=[CH:37][C:28](=[O:27])[NH:29]3)=[CH:34][CH:33]=2)[CH2:14][CH2:15]1. The catalyst class is: 1. (5) Reactant: Cl.[F:2][C:3]1([F:8])[CH2:7][CH2:6][NH:5][CH2:4]1.CCN(C(C)C)C(C)C.Cl[C:19]1[C:38]([C:39]2[NH:43][N:42]=[CH:41][CH:40]=2)=[CH:37][C:22]([C:23]([NH:25][C:26]2[CH:31]=[CH:30][C:29]([O:32][C:33]([Cl:36])([F:35])[F:34])=[CH:28][CH:27]=2)=[O:24])=[CH:21][N:20]=1.O. Product: [Cl:36][C:33]([F:34])([F:35])[O:32][C:29]1[CH:28]=[CH:27][C:26]([NH:25][C:23](=[O:24])[C:22]2[CH:37]=[C:38]([C:39]3[NH:43][N:42]=[CH:41][CH:40]=3)[C:19]([N:5]3[CH2:6][CH2:7][C:3]([F:8])([F:2])[CH2:4]3)=[N:20][CH:21]=2)=[CH:31][CH:30]=1. The catalyst class is: 41. (6) Product: [OH:22][CH2:21][CH:17]([CH2:10][C:11]1[CH:16]=[CH:15][CH:14]=[CH:13][CH:12]=1)[C:18]([OH:20])=[O:19]. Reactant: C(N(CC)CC)C.[H][H].[CH:10](=[C:17]([CH2:21][OH:22])[C:18]([OH:20])=[O:19])[C:11]1[CH:16]=[CH:15][CH:14]=[CH:13][CH:12]=1. The catalyst class is: 129. (7) Reactant: [C:1]([C:3]1[CH:23]=[C:22]([C:24]2[N:29]=[C:28]([NH:30][C:31]3[CH:36]=[CH:35][C:34]([N:37]4[CH2:42][CH2:41][N:40]([CH:43]5[CH2:46][O:45][CH2:44]5)[CH2:39][CH2:38]4)=[CH:33][CH:32]=3)[N:27]=[CH:26][N:25]=2)[CH:21]=[CH:20][C:4]=1[O:5][C@H:6]1[CH2:11][CH2:10][N:9](C(OC(C)(C)C)=O)[C@H:8]([CH3:19])[CH2:7]1)#[N:2]. Product: [CH3:19][C@@H:8]1[CH2:7][C@@H:6]([O:5][C:4]2[CH:20]=[CH:21][C:22]([C:24]3[N:29]=[C:28]([NH:30][C:31]4[CH:32]=[CH:33][C:34]([N:37]5[CH2:42][CH2:41][N:40]([CH:43]6[CH2:44][O:45][CH2:46]6)[CH2:39][CH2:38]5)=[CH:35][CH:36]=4)[N:27]=[CH:26][N:25]=3)=[CH:23][C:3]=2[C:1]#[N:2])[CH2:11][CH2:10][NH:9]1. The catalyst class is: 137. (8) Reactant: C([O:3][C:4](=[O:38])[CH2:5][CH2:6][CH2:7][NH:8][C:9]([C:11]1[C:12]([OH:37])=[C:13]2[C:18](=[CH:19][N:20]=1)[N:17]([CH2:21][C:22]1[CH:27]=[CH:26][CH:25]=[CH:24][CH:23]=1)[C:16](=[O:28])[C:15]([C:29]1[CH:34]=[CH:33][C:32]([O:35][CH3:36])=[CH:31][CH:30]=1)=[CH:14]2)=[O:10])C.[OH-].[Na+].CO.C1COCC1. Product: [CH2:21]([N:17]1[C:18]2[C:13](=[C:12]([OH:37])[C:11]([C:9]([NH:8][CH2:7][CH2:6][CH2:5][C:4]([OH:38])=[O:3])=[O:10])=[N:20][CH:19]=2)[CH:14]=[C:15]([C:29]2[CH:30]=[CH:31][C:32]([O:35][CH3:36])=[CH:33][CH:34]=2)[C:16]1=[O:28])[C:22]1[CH:23]=[CH:24][CH:25]=[CH:26][CH:27]=1. The catalyst class is: 250. (9) Reactant: [F:1][C:2]1[CH:23]=[C:22]([C:24]#[C:25][CH2:26][OH:27])[CH:21]=[CH:20][C:3]=1[NH:4][C:5]1[C:6]([C:13]([NH:15][CH2:16][CH2:17][CH2:18][OH:19])=[O:14])=[CH:7][N:8]([CH3:12])[C:9](=[O:11])[CH:10]=1. Product: [F:1][C:2]1[CH:23]=[C:22]([CH2:24][CH2:25][CH2:26][OH:27])[CH:21]=[CH:20][C:3]=1[NH:4][C:5]1[C:6]([C:13]([NH:15][CH2:16][CH2:17][CH2:18][OH:19])=[O:14])=[CH:7][N:8]([CH3:12])[C:9](=[O:11])[CH:10]=1. The catalyst class is: 19.